From a dataset of Catalyst prediction with 721,799 reactions and 888 catalyst types from USPTO. Predict which catalyst facilitates the given reaction. (1) Reactant: [CH3:1][O:2][C:3]([CH:5]1[CH2:9][CH:8]([N:10]=[N+:11]=[N-:12])[CH2:7][N:6]1[C:13](OC(C)(C)C)=O)=[O:4].[C:20](O)(=O)[CH3:21].[BH-](O[C:34]([CH3:36])=O)(OC(C)=O)OC(C)=O.[Na+].[C:38](O)([C:40](F)(F)F)=O.C(Cl)Cl. Product: [CH3:1][O:2][C:3]([CH:5]1[CH2:9][CH:8]([N:10]=[N+:11]=[N-:12])[CH2:7][N:6]1[CH2:13][C:21]1[CH:20]=[CH:36][CH:34]=[CH:40][CH:38]=1)=[O:4]. The catalyst class is: 2. (2) Reactant: [NH2:1][C:2]1[CH:3]=[C:4]([CH:27]=[CH:28][CH:29]=1)[CH2:5][NH:6][C:7]1[N:12]=[C:11]([NH:13][C:14]2[CH:19]=[CH:18][CH:17]=[CH:16][C:15]=2[S:20]([CH:23]([CH3:25])[CH3:24])(=[O:22])=[O:21])[C:10]([Cl:26])=[CH:9][N:8]=1.CCN(C(C)C)C(C)C.[C:39](Cl)(=[O:42])[CH:40]=[CH2:41]. Product: [Cl:26][C:10]1[C:11]([NH:13][C:14]2[CH:19]=[CH:18][CH:17]=[CH:16][C:15]=2[S:20]([CH:23]([CH3:25])[CH3:24])(=[O:22])=[O:21])=[N:12][C:7]([NH:6][CH2:5][C:4]2[CH:3]=[C:2]([NH:1][C:39](=[O:42])[CH:40]=[CH2:41])[CH:29]=[CH:28][CH:27]=2)=[N:8][CH:9]=1. The catalyst class is: 2. (3) Reactant: [H-].[Na+].[C:3]([O:7][C:8](=[O:24])[NH:9][C@@H:10]1[C:16](=[O:17])[NH:15][C:14]2[CH:18]=[C:19]([F:22])[CH:20]=[CH:21][C:13]=2[O:12][C@@H:11]1[CH3:23])([CH3:6])([CH3:5])[CH3:4].[CH2:25](Br)[CH:26]=[CH2:27]. Product: [C:3]([O:7][C:8](=[O:24])[NH:9][C@@H:10]1[C:16](=[O:17])[N:15]([CH2:27][CH:26]=[CH2:25])[C:14]2[CH:18]=[C:19]([F:22])[CH:20]=[CH:21][C:13]=2[O:12][C@@H:11]1[CH3:23])([CH3:6])([CH3:4])[CH3:5]. The catalyst class is: 9. (4) Reactant: [O:1]=[C:2]([NH:21][C:22]1[CH:27]=[CH:26][C:25]([O:28][C:29]2[CH:34]=[CH:33][CH:32]=[CH:31][CH:30]=2)=[CH:24][CH:23]=1)[CH2:3][N:4]1[CH2:9][CH2:8][CH:7]([NH:10][C:11]2[CH:20]=[CH:19][C:14]([C:15]([O:17]C)=[O:16])=[CH:13][CH:12]=2)[CH2:6][CH2:5]1.[OH-].[Na+]. Product: [O:1]=[C:2]([NH:21][C:22]1[CH:27]=[CH:26][C:25]([O:28][C:29]2[CH:30]=[CH:31][CH:32]=[CH:33][CH:34]=2)=[CH:24][CH:23]=1)[CH2:3][N:4]1[CH2:9][CH2:8][CH:7]([NH:10][C:11]2[CH:20]=[CH:19][C:14]([C:15]([OH:17])=[O:16])=[CH:13][CH:12]=2)[CH2:6][CH2:5]1. The catalyst class is: 36. (5) Reactant: [Cl:1][C:2]1[CH:7]=[CH:6][CH:5]=[C:4]([F:8])[C:3]=1[NH:9][C:10]1[N:14]([CH3:15])[C:13]2[C:16]3[CH2:17][C:18]([CH3:27])([CH3:26])[O:19][C:20]=3[C:21]([C:23](O)=[O:24])=[CH:22][C:12]=2[N:11]=1.S(Cl)(Cl)=O.[F:32][C:33]([F:42])([F:41])[C:34]1[CH:35]=[C:36]([CH:38]=[CH:39][CH:40]=1)[NH2:37].CCN(C(C)C)C(C)C. The catalyst class is: 1. Product: [Cl:1][C:2]1[CH:7]=[CH:6][CH:5]=[C:4]([F:8])[C:3]=1[NH:9][C:10]1[N:14]([CH3:15])[C:13]2[C:16]3[CH2:17][C:18]([CH3:26])([CH3:27])[O:19][C:20]=3[C:21]([C:23]([NH:37][C:36]3[CH:38]=[CH:39][CH:40]=[C:34]([C:33]([F:32])([F:41])[F:42])[CH:35]=3)=[O:24])=[CH:22][C:12]=2[N:11]=1. (6) Reactant: Cl[CH2:2][C:3]([N:5]1[CH2:10][CH2:9][CH:8]([CH2:11][C:12]2[CH:17]=[CH:16][C:15]([F:18])=[CH:14][CH:13]=2)[CH2:7][CH2:6]1)=[O:4].[NH2:19][C:20]1[CH:29]=[CH:28][C:23]2[NH:24][C:25](=[O:27])[O:26][C:22]=2[CH:21]=1. Product: [F:18][C:15]1[CH:16]=[CH:17][C:12]([CH2:11][CH:8]2[CH2:9][CH2:10][N:5]([C:3](=[O:4])[CH2:2][NH:19][C:20]3[CH:29]=[CH:28][C:23]4[NH:24][C:25](=[O:27])[O:26][C:22]=4[CH:21]=3)[CH2:6][CH2:7]2)=[CH:13][CH:14]=1. The catalyst class is: 27. (7) Reactant: [O:1]=[C:2]1[NH:6][NH:5][C:4]([CH2:7][C:8]([O:10]CC)=[O:9])=[CH:3]1.CO.O.[OH-].[Na+]. Product: [O:1]=[C:2]1[NH:6][NH:5][C:4]([CH2:7][C:8]([OH:10])=[O:9])=[CH:3]1. The catalyst class is: 1.